From a dataset of Experimentally validated miRNA-target interactions with 360,000+ pairs, plus equal number of negative samples. Binary Classification. Given a miRNA mature sequence and a target amino acid sequence, predict their likelihood of interaction. The miRNA is mmu-miR-1191b-3p with sequence AGACUCACUAUGUAGCCCAAGC. The protein sequence of the target gene is MGPAGSVLSSGQMQMQMVLWGSLAAVAMFFLITFLVLLCSTCDREKKPRQHSGDHENLMNVPSDKDMFSHSATSLTTDALASSEQNGVLTNGDILSEDSTLTCMQHYEEVQTSASDLLDSQDSTGKAKCHQSRELPRIPPENAVDEILTARAADTELGPGVEGPYEVLKDSSSQENMVEDCLYETVKEIKEVADKGQGGKSKSTSALKELQGAPMEGKADFAEYASVDRNKKCRHSANAESILGTCSDLDEESPPPVPVKLLDENANLPQEGGGQAEEQAAEGTGGHSKRFSSLSYKSRE.... Result: 0 (no interaction).